This data is from Full USPTO retrosynthesis dataset with 1.9M reactions from patents (1976-2016). The task is: Predict the reactants needed to synthesize the given product. (1) The reactants are: [CH:14]1[CH:19]=[CH:18][C:17](P([C:14]2[CH:19]=[CH:18][CH:17]=[CH:16][CH:15]=2)[C:14]2[CH:19]=[CH:18][CH:17]=[CH:16][CH:15]=2)=[CH:16][CH:15]=1.[B:20]1([B:20]2[O:24][C:23]([CH3:26])([CH3:25])[C:22]([CH3:28])([CH3:27])[O:21]2)[O:24][C:23]([CH3:26])([CH3:25])[C:22]([CH3:28])([CH3:27])[O:21]1.O([C:40]1C=CC=CC=1)[K]. Given the product [CH3:40][C:16]1([CH3:15])[C:14]([B:20]2[O:24][C:23]([CH3:26])([CH3:25])[C:22]([CH3:28])([CH3:27])[O:21]2)=[CH:19][CH2:18][CH2:17]1, predict the reactants needed to synthesize it. (2) Given the product [OH:31][CH2:30][CH2:29][CH2:28][C:27]([C:4]1[N:5]=[CH:6][N:7]([C:8]([C:21]2[CH:26]=[CH:25][CH:24]=[CH:23][CH:22]=2)([C:15]2[CH:16]=[CH:17][CH:18]=[CH:19][CH:20]=2)[C:9]2[CH:14]=[CH:13][CH:12]=[CH:11][CH:10]=2)[C:3]=1[CH3:2])=[O:38], predict the reactants needed to synthesize it. The reactants are: Cl.[CH3:2][C:3]1[N:7]([C:8]([C:21]2[CH:26]=[CH:25][CH:24]=[CH:23][CH:22]=2)([C:15]2[CH:20]=[CH:19][CH:18]=[CH:17][CH:16]=2)[C:9]2[CH:14]=[CH:13][CH:12]=[CH:11][CH:10]=2)[CH:6]=[N:5][C:4]=1[C:27](=[O:38])[CH2:28][CH2:29][CH2:30][O:31]C1CCCCO1.C([O-])(O)=O.[Na+].C(OCC)(=O)C.